Dataset: M1 muscarinic receptor agonist screen with 61,833 compounds. Task: Binary Classification. Given a drug SMILES string, predict its activity (active/inactive) in a high-throughput screening assay against a specified biological target. (1) The molecule is Brc1cc(C(=O)Nc2c(N3CCN(CC3)C)cccc2)c(Cl)cc1. The result is 0 (inactive). (2) The result is 0 (inactive). The compound is s1c(c2n(c3c(n2)cccc3)CC=C)ccc1. (3) The compound is S(CC(=O)c1oc2c(c1)cccc2)c1[n+]([O-])cccc1. The result is 0 (inactive). (4) The compound is S(=O)(=O)(c1c2nsnc2ccc1)CC(=O)Nc1c(OC)cccc1. The result is 0 (inactive). (5) The drug is O(c1c(C(NC(=O)C)c2c(O)c3ncccc3cc2)ccc(OC)c1)C. The result is 0 (inactive).